Task: Predict the reactants needed to synthesize the given product.. Dataset: Full USPTO retrosynthesis dataset with 1.9M reactions from patents (1976-2016) (1) Given the product [ClH:34].[CH3:1][C:2]1[C:6]([CH2:32][N:26]2[CH2:31][CH2:30][O:29][CH2:28][CH2:27]2)=[C:5]([CH3:7])[NH:4][C:3]=1[CH:8]=[C:9]1[C:17]2[C:12](=[CH:13][CH:14]=[C:15]([CH2:18][N:19]3[CH2:23][CH2:22][O:21][C:20]3=[O:24])[CH:16]=2)[NH:11][C:10]1=[O:25], predict the reactants needed to synthesize it. The reactants are: [CH3:1][C:2]1[CH:6]=[C:5]([CH3:7])[NH:4][C:3]=1[CH:8]=[C:9]1[C:17]2[C:12](=[CH:13][CH:14]=[C:15]([CH2:18][N:19]3[CH2:23][CH2:22][O:21][C:20]3=[O:24])[CH:16]=2)[NH:11][C:10]1=[O:25].[NH:26]1[CH2:31][CH2:30][O:29][CH2:28][CH2:27]1.[CH2:32]=O.[ClH:34]. (2) Given the product [F:4][C:3]([F:6])([F:5])[C:1]([OH:7])=[O:2].[Cl:8][CH2:9][CH2:10][CH2:11]/[C:12](=[CH:20]\[C:21]1[CH:26]=[CH:25][C:24]([N:27]2[CH:31]=[C:30]([CH3:32])[N:29]=[CH:28]2)=[C:23]([F:33])[CH:22]=1)/[C:13]([OH:15])=[O:14], predict the reactants needed to synthesize it. The reactants are: [C:1]([OH:7])([C:3]([F:6])([F:5])[F:4])=[O:2].[Cl:8][CH2:9][CH2:10][CH2:11]/[C:12](=[CH:20]\[C:21]1[CH:26]=[CH:25][C:24]([N:27]2[CH:31]=[C:30]([CH3:32])[N:29]=[CH:28]2)=[C:23]([F:33])[CH:22]=1)/[C:13]([O:15]C(C)(C)C)=[O:14]. (3) Given the product [C:10]([O:13][CH:14]1[CH:19]([O:20][C:21](=[O:23])[CH3:22])[CH:18]([O:24][C:25](=[O:27])[CH3:26])[CH:17]([CH2:28][O:29][C:30](=[O:32])[CH3:31])[O:16][CH:15]1[O:33][C:34]1[CH:38]=[CH:37][S:36][C:35]=1[CH2:39][C:40]1[CH:41]=[CH:42][C:43]([O:46][C:47]([F:48])([F:50])[F:49])=[CH:44][CH:45]=1)(=[O:12])[CH3:11], predict the reactants needed to synthesize it. The reactants are: II.[BH4-].[Na+].C[Si](Cl)(C)C.[C:10]([O:13][CH:14]1[CH:19]([O:20][C:21](=[O:23])[CH3:22])[CH:18]([O:24][C:25](=[O:27])[CH3:26])[CH:17]([CH2:28][O:29][C:30](=[O:32])[CH3:31])[O:16][CH:15]1[O:33][C:34]1[CH:38]=[CH:37][S:36][C:35]=1[C:39](=O)[C:40]1[CH:45]=[CH:44][C:43]([O:46][C:47]([F:50])([F:49])[F:48])=[CH:42][CH:41]=1)(=[O:12])[CH3:11]. (4) Given the product [CH3:25][C@@:21]1([OH:24])[CH2:22][CH2:23][N:19]([C:18]2[C:13]3[N:12]=[N:11][NH:10][C:14]=3[N:15]=[C:16]([N:26]3[CH2:31][CH2:30][O:29][CH2:28][CH2:27]3)[N:17]=2)[CH2:20]1, predict the reactants needed to synthesize it. The reactants are: COC1C=CC(C[N:10]2[C:14]3[N:15]=[C:16]([N:26]4[CH2:31][CH2:30][O:29][CH2:28][CH2:27]4)[N:17]=[C:18]([N:19]4[CH2:23][CH2:22][C@@:21]([CH3:25])([OH:24])[CH2:20]4)[C:13]=3[N:12]=[N:11]2)=CC=1. (5) Given the product [C:26]([OH:33])(=[O:32])/[CH:27]=[CH:28]/[C:29]([OH:31])=[O:30].[N:1]12[CH2:6][CH2:5][CH:4]([CH2:7][CH2:8]1)[CH:3]([O:9][C:10]1[N:11]=[CH:12][C:13]([C:16]3[CH:21]=[CH:20][C:19]([NH:22][C:23](=[O:25])[CH3:24])=[CH:18][CH:17]=3)=[N:14][CH:15]=1)[CH2:2]2.[N:1]12[CH2:6][CH2:5][CH:4]([CH2:7][CH2:8]1)[CH:3]([O:9][C:10]1[N:11]=[CH:12][C:13]([C:16]3[CH:21]=[CH:20][C:19]([NH:22][C:23](=[O:25])[CH3:24])=[CH:18][CH:17]=3)=[N:14][CH:15]=1)[CH2:2]2, predict the reactants needed to synthesize it. The reactants are: [N:1]12[CH2:8][CH2:7][CH:4]([CH2:5][CH2:6]1)[CH:3]([O:9][C:10]1[N:11]=[CH:12][C:13]([C:16]3[CH:21]=[CH:20][C:19]([NH:22][C:23](=[O:25])[CH3:24])=[CH:18][CH:17]=3)=[N:14][CH:15]=1)[CH2:2]2.[C:26]([OH:33])(=[O:32])/[CH:27]=[CH:28]/[C:29]([OH:31])=[O:30]. (6) Given the product [S:27]([N:8]1[C:5]2=[N:6][CH:7]=[C:2]([C:45]3[CH:46]=[C:47]([NH:51][S:52]([CH3:55])(=[O:53])=[O:54])[CH:48]=[CH:49][CH:50]=3)[CH:3]=[C:4]2[C:10]([C:11]2[CH:12]=[N:13][N:14]([CH2:16][C:17]3[CH:22]=[CH:21][CH:20]=[C:19]([C:23]([F:26])([F:25])[F:24])[CH:18]=3)[CH:15]=2)=[CH:9]1)([C:30]1[CH:36]=[CH:35][C:33]([CH3:34])=[CH:32][CH:31]=1)(=[O:29])=[O:28], predict the reactants needed to synthesize it. The reactants are: Br[C:2]1[CH:3]=[C:4]2[C:10]([C:11]3[CH:12]=[N:13][N:14]([CH2:16][C:17]4[CH:22]=[CH:21][CH:20]=[C:19]([C:23]([F:26])([F:25])[F:24])[CH:18]=4)[CH:15]=3)=[CH:9][N:8]([S:27]([C:30]3[CH:36]=[CH:35][C:33]([CH3:34])=[CH:32][CH:31]=3)(=[O:29])=[O:28])[C:5]2=[N:6][CH:7]=1.CC1(C)C(C)(C)OB([C:45]2[CH:46]=[C:47]([NH:51][S:52]([CH3:55])(=[O:54])=[O:53])[CH:48]=[CH:49][CH:50]=2)O1.C(=O)([O-])[O-].[Na+].[Na+].